From a dataset of Forward reaction prediction with 1.9M reactions from USPTO patents (1976-2016). Predict the product of the given reaction. Given the reactants Br[C:2]1[CH:3]=[C:4]([C:8]2[CH:9]=[N:10][C:11]3[N:12]([C:14]([C:17]4([C:20]5[CH:21]=[C:22]6[C:27](=[CH:28][CH:29]=5)[N:26]=[CH:25][CH:24]=[CH:23]6)[CH2:19][CH2:18]4)=[N:15][N:16]=3)[N:13]=2)[CH:5]=[CH:6][CH:7]=1.[CH3:30][O:31][C:32]1[CH:37]=[CH:36][C:35](B2OC(C)(C)C(C)(C)O2)=[CH:34][N:33]=1.P([O-])([O-])([O-])=O.[K+].[K+].[K+].O, predict the reaction product. The product is: [CH3:30][O:31][C:32]1[N:33]=[CH:34][C:35]([C:2]2[CH:3]=[C:4]([C:8]3[CH:9]=[N:10][C:11]4[N:12]([C:14]([C:17]5([C:20]6[CH:21]=[C:22]7[C:27](=[CH:28][CH:29]=6)[N:26]=[CH:25][CH:24]=[CH:23]7)[CH2:19][CH2:18]5)=[N:15][N:16]=4)[N:13]=3)[CH:5]=[CH:6][CH:7]=2)=[CH:36][CH:37]=1.